From a dataset of Full USPTO retrosynthesis dataset with 1.9M reactions from patents (1976-2016). Predict the reactants needed to synthesize the given product. (1) The reactants are: C(OC(=O)[NH:7][CH:8]1[CH2:13][CH2:12][N:11]([CH:14]2[CH2:19][CH2:18][N:17]([CH2:20][C:21]3[CH:26]=[CH:25][CH:24]=[CH:23][CH:22]=3)[CH2:16][CH2:15]2)[CH2:10][CH2:9]1)(C)(C)C.C(O)(C(F)(F)F)=O. Given the product [CH2:20]([N:17]1[CH2:16][CH2:15][CH:14]([N:11]2[CH2:12][CH2:13][CH:8]([NH2:7])[CH2:9][CH2:10]2)[CH2:19][CH2:18]1)[C:21]1[CH:26]=[CH:25][CH:24]=[CH:23][CH:22]=1, predict the reactants needed to synthesize it. (2) Given the product [F:29][C:25]1[CH:24]=[C:23]2[C:28]([C:20]([C:17]3[CH:18]=[CH:19][C:7]4[S:6](=[O:31])(=[O:30])[NH:5][CH:9]([CH2:10][N:11]([CH3:15])[C:12](=[O:14])[CH3:13])[C:8]=4[CH:16]=3)=[CH:21][NH:22]2)=[CH:27][CH:26]=1, predict the reactants needed to synthesize it. The reactants are: C([N:5]1[CH:9]([CH2:10][N:11]([CH3:15])[C:12](=[O:14])[CH3:13])[C:8]2[CH:16]=[C:17]([C:20]3[C:28]4[C:23](=[CH:24][C:25]([F:29])=[CH:26][CH:27]=4)[NH:22][CH:21]=3)[CH:18]=[CH:19][C:7]=2[S:6]1(=[O:31])=[O:30])(C)(C)C. (3) Given the product [C:15]1([NH:14][C@H:10]2[CH2:11][CH2:12][CH2:13][NH:8][CH2:9]2)[CH:20]=[CH:19][CH:18]=[CH:17][CH:16]=1, predict the reactants needed to synthesize it. The reactants are: C(OC([N:8]1[CH2:13][CH2:12][CH2:11][C@H:10]([NH:14][C:15]2[CH:20]=[CH:19][CH:18]=[CH:17][CH:16]=2)[CH2:9]1)=O)(C)(C)C.Cl. (4) The reactants are: [CH3:1][C:2]1([C:8]([OH:10])=O)[CH2:7][CH2:6][CH2:5][CH2:4][CH2:3]1.CCN(C(C)C)C(C)C.CN(C(ON1N=NC2C=CC=NC1=2)=[N+](C)C)C.F[P-](F)(F)(F)(F)F.Cl.[CH2:45]([O:52][C:53](=[O:72])[NH:54][CH2:55][CH2:56][CH2:57][CH2:58][C@H:59]([NH2:71])[C:60]([C:62]1[S:63][C:64]2[CH:70]=[CH:69][CH:68]=[CH:67][C:65]=2[N:66]=1)=[O:61])[C:46]1[CH:51]=[CH:50][CH:49]=[CH:48][CH:47]=1. Given the product [CH2:45]([O:52][C:53](=[O:72])[NH:54][CH2:55][CH2:56][CH2:57][CH2:58][C@H:59]([NH:71][C:8]([C:2]1([CH3:1])[CH2:3][CH2:4][CH2:5][CH2:6][CH2:7]1)=[O:10])[C:60]([C:62]1[S:63][C:64]2[CH:70]=[CH:69][CH:68]=[CH:67][C:65]=2[N:66]=1)=[O:61])[C:46]1[CH:51]=[CH:50][CH:49]=[CH:48][CH:47]=1, predict the reactants needed to synthesize it.